From a dataset of Peptide-MHC class I binding affinity with 185,985 pairs from IEDB/IMGT. Regression. Given a peptide amino acid sequence and an MHC pseudo amino acid sequence, predict their binding affinity value. This is MHC class I binding data. (1) The peptide sequence is RPQKRPSCI. The MHC is HLA-B08:01 with pseudo-sequence HLA-B08:01. The binding affinity (normalized) is 0.750. (2) The peptide sequence is GTGSGVSSKK. The MHC is HLA-A33:01 with pseudo-sequence HLA-A33:01. The binding affinity (normalized) is 0.149.